Task: Regression. Given two drug SMILES strings and cell line genomic features, predict the synergy score measuring deviation from expected non-interaction effect.. Dataset: Merck oncology drug combination screen with 23,052 pairs across 39 cell lines (1) Drug 1: N#Cc1ccc(Cn2cncc2CN2CCN(c3cccc(Cl)c3)C(=O)C2)cc1. Drug 2: NC(=O)c1cccc2cn(-c3ccc(C4CCCNC4)cc3)nc12. Cell line: NCIH1650. Synergy scores: synergy=4.78. (2) Cell line: NCIH23. Synergy scores: synergy=12.4. Drug 2: COC1CC2CCC(C)C(O)(O2)C(=O)C(=O)N2CCCCC2C(=O)OC(C(C)CC2CCC(OP(C)(C)=O)C(OC)C2)CC(=O)C(C)C=C(C)C(O)C(OC)C(=O)C(C)CC(C)C=CC=CC=C1C. Drug 1: O=S1(=O)NC2(CN1CC(F)(F)F)C1CCC2Cc2cc(C=CCN3CCC(C(F)(F)F)CC3)ccc2C1. (3) Drug 1: O=C(CCCCCCC(=O)Nc1ccccc1)NO. Cell line: SKOV3. Synergy scores: synergy=21.1. Drug 2: Cn1c(=O)n(-c2ccc(C(C)(C)C#N)cc2)c2c3cc(-c4cnc5ccccc5c4)ccc3ncc21.